From a dataset of Full USPTO retrosynthesis dataset with 1.9M reactions from patents (1976-2016). Predict the reactants needed to synthesize the given product. Given the product [P:69]([O:26][CH2:25][C@H:24]1[O:23][C@@H:22]([N:27]2[CH:35]=[C:33]([CH3:34])[C:31](=[O:32])[N:30]([CH2:36][O:37][CH2:38][CH:39]([C:41]3[CH:46]=[CH:57][CH:55]=[CH:56][C:42]=3[N+:47]([O-:49])=[O:48])[CH3:40])[C:28]2=[O:29])[CH2:21][C@@H:20]1[OH:19])([NH2:68])[OH:70], predict the reactants needed to synthesize it. The reactants are: COC1C(OC)=C(C=CC=1)C([O:19][C@@H:20]1[C@@H:24]([CH2:25][OH:26])[O:23][C@@H:22]([N:27]2[CH:35]=[C:33]([CH3:34])[C:31](=[O:32])[N:30]([CH2:36][O:37][CH2:38][CH:39]([C:41]3[CH:46]=CC=C[C:42]=3[N+:47]([O-:49])=[O:48])[CH3:40])[C:28]2=[O:29])[CH2:21]1)(C1C=CC=CC=1)C1C=CC=CC=1.[CH:55](N(C(C)C)CC)([CH3:57])[CH3:56].C(CC[N:68](Cl)[P:69](NC(C)C)(NC(C)C)=[O:70])#N.